From a dataset of Peptide-MHC class I binding affinity with 185,985 pairs from IEDB/IMGT. Regression. Given a peptide amino acid sequence and an MHC pseudo amino acid sequence, predict their binding affinity value. This is MHC class I binding data. (1) The binding affinity (normalized) is 0.0633. The peptide sequence is YVDRFYKTL. The MHC is HLA-A31:01 with pseudo-sequence HLA-A31:01. (2) The peptide sequence is QIYAGIKVK. The MHC is HLA-A31:01 with pseudo-sequence HLA-A31:01. The binding affinity (normalized) is 0.188. (3) The peptide sequence is APRTLVLLL. The MHC is HLA-A03:01 with pseudo-sequence HLA-A03:01. The binding affinity (normalized) is 0.0847. (4) The peptide sequence is DLLENLQAY. The MHC is HLA-B08:01 with pseudo-sequence HLA-B08:01. The binding affinity (normalized) is 0.0847.